This data is from Full USPTO retrosynthesis dataset with 1.9M reactions from patents (1976-2016). The task is: Predict the reactants needed to synthesize the given product. Given the product [CH3:43][O:45][C:41]1[CH:42]=[CH:48][C:40]([CH:15]=[O:16])=[CH:39][N:38]=1, predict the reactants needed to synthesize it. The reactants are: Cl.N1CCC(C2C=CC3NC([C:15](N4CCN(CC5C=CC(C(F)(F)F)=CC=5)CC4)=[O:16])=NC=3C=2)CC1.C([N:38]([CH2:41][CH3:42])[CH2:39][CH3:40])C.[C:43](O)(=[O:45])C.Cl[CH2:48]Cl.